Dataset: Full USPTO retrosynthesis dataset with 1.9M reactions from patents (1976-2016). Task: Predict the reactants needed to synthesize the given product. (1) Given the product [F:22][C:19]1[CH:18]=[CH:17][C:16]([C@@H:14]([NH:13][C:11]2[N:12]=[C:7]([N:5]3[CH2:4][CH:3]([CH2:2][NH:1][C:30](=[O:32])[CH3:31])[CH2:6]3)[CH:8]=[C:9]([NH:23][C:24]3[CH:29]=[N:28][CH:27]=[CH:26][N:25]=3)[N:10]=2)[CH3:15])=[CH:21][CH:20]=1, predict the reactants needed to synthesize it. The reactants are: [NH2:1][CH2:2][CH:3]1[CH2:6][N:5]([C:7]2[N:12]=[C:11]([NH:13][C@H:14]([C:16]3[CH:21]=[CH:20][C:19]([F:22])=[CH:18][CH:17]=3)[CH3:15])[N:10]=[C:9]([NH:23][C:24]3[CH:29]=[N:28][CH:27]=[CH:26][N:25]=3)[CH:8]=2)[CH2:4]1.[C:30](OC(=O)C)(=[O:32])[CH3:31].N1C=CC=CC=1. (2) Given the product [NH2:39][C:35]1[CH:34]=[C:33]([N:23]([C:19]2[CH:18]=[C:17]([NH:16][C:4]3[CH:5]=[CH:6][C:7]([N:9]4[CH2:10][CH2:11][N:12]([CH3:15])[CH2:13][CH2:14]4)=[CH:8][C:3]=3[O:2][CH3:1])[N:22]=[CH:21][N:20]=2)[C:24]([NH:26][C:27]2[CH:28]=[CH:29][CH:30]=[CH:31][CH:32]=2)=[O:25])[CH:38]=[CH:37][CH:36]=1, predict the reactants needed to synthesize it. The reactants are: [CH3:1][O:2][C:3]1[CH:8]=[C:7]([N:9]2[CH2:14][CH2:13][N:12]([CH3:15])[CH2:11][CH2:10]2)[CH:6]=[CH:5][C:4]=1[NH:16][C:17]1[N:22]=[CH:21][N:20]=[C:19]([N:23]([C:33]2[CH:38]=[CH:37][CH:36]=[C:35]([N+:39]([O-])=O)[CH:34]=2)[C:24]([NH:26][C:27]2[CH:32]=[CH:31][CH:30]=[CH:29][CH:28]=2)=[O:25])[CH:18]=1.O.O.[Sn](Cl)Cl.C([O-])(O)=O.[Na+]. (3) Given the product [F:56][C:19]1[N:20]=[CH:21][C:16]([C:13]2[CH:14]=[CH:15][C:10]([O:9][CH2:8][CH2:7][N:4]3[CH2:5][CH2:6][O:1][CH2:2][CH2:3]3)=[CH:11][CH:12]=2)=[CH:17][CH:18]=1, predict the reactants needed to synthesize it. The reactants are: [O:1]1[CH2:6][CH2:5][N:4]([CH2:7][CH2:8][O:9][C:10]2[CH:15]=[CH:14][C:13]([C:16]3[CH:17]=[CH:18][C:19](CC(NCC4C=CC=CC=4)=O)=[N:20][CH:21]=3)=[CH:12][CH:11]=2)[CH2:3][CH2:2]1.BrC1C=CC(OCCN2CCOCC2)=CC=1.B(O)(O)C1C=CC([F:56])=NC=1. (4) Given the product [Cl:19][C:17]1[CH:16]=[CH:15][C:14]2[N:8]([CH2:7][C:6]([CH3:50])([CH3:49])[CH2:5][OH:4])[C:9](=[O:48])[C@@H:10]([CH2:30][C:31]([NH:33][C:34]3[C:35]([CH3:47])=[C:36]([CH2:40][CH2:41][C:42]([OH:44])=[O:43])[CH:37]=[CH:38][CH:39]=3)=[O:32])[O:11][C@H:12]([C:20]3[CH:25]=[CH:24][CH:23]=[C:22]([O:26][CH3:27])[C:21]=3[O:28][CH3:29])[C:13]=2[CH:18]=1, predict the reactants needed to synthesize it. The reactants are: C([O:4][CH2:5][C:6]([CH3:50])([CH3:49])[CH2:7][N:8]1[C:14]2[CH:15]=[CH:16][C:17]([Cl:19])=[CH:18][C:13]=2[C@@H:12]([C:20]2[CH:25]=[CH:24][CH:23]=[C:22]([O:26][CH3:27])[C:21]=2[O:28][CH3:29])[O:11][C@H:10]([CH2:30][C:31]([NH:33][C:34]2[C:35]([CH3:47])=[C:36]([CH2:40][CH2:41][C:42]([O:44]CC)=[O:43])[CH:37]=[CH:38][CH:39]=2)=[O:32])[C:9]1=[O:48])(=O)C.[OH-].[Na+].C(O)C. (5) Given the product [C:20]1([C:18]2[C:17](=[O:26])[NH:16][C:15](=[O:27])[NH:14][CH:19]=2)[CH:21]=[CH:22][CH:23]=[CH:24][CH:25]=1, predict the reactants needed to synthesize it. The reactants are: C([N:14]1[CH:19]=[C:18]([C:20]2[CH:25]=[CH:24][CH:23]=[CH:22][CH:21]=2)[C:17](=[O:26])[NH:16][C:15]1=[O:27])(C1C=CC=CC=1)C1C=CC=CC=1.OS(C(F)(F)F)(=O)=O. (6) Given the product [Cl:9][C:10]1[CH:11]=[C:12]([CH:17]([O:22][C:23]2[CH:24]=[CH:25][CH:26]=[CH:27][CH:28]=2)[CH:7]2[CH2:4][N:3]([CH3:1])[CH2:6]2)[CH:13]=[CH:14][C:15]=1[Cl:16], predict the reactants needed to synthesize it. The reactants are: [CH2:1]([N:3]([CH2:6][CH3:7])[CH2:4]C)C.Cl.[Cl:9][C:10]1[CH:11]=[C:12]([CH:17]([O:22][C:23]2[CH:28]=[CH:27][CH:26]=[CH:25][CH:24]=2)C2CNC2)[CH:13]=[CH:14][C:15]=1[Cl:16].C=O.C(O)(=O)C.[BH-](OC(C)=O)(OC(C)=O)OC(C)=O.[Na+].[OH-].[Na+].